This data is from Catalyst prediction with 721,799 reactions and 888 catalyst types from USPTO. The task is: Predict which catalyst facilitates the given reaction. Reactant: CC(C)([O-])C.[K+].[F:7][C:8]1[CH:31]=[CH:30][CH:29]=[C:28]([F:32])[C:9]=1[CH2:10][O:11][C:12]1[C:13]2[N:14]([C:19]([C:23]3[CH:24]=[N:25][NH:26][CH:27]=3)=[C:20]([CH3:22])[N:21]=2)[CH:15]=[C:16]([CH3:18])[CH:17]=1.Br[CH2:34][CH2:35][CH2:36][C:37]#[N:38].[I-].[K+]. Product: [F:7][C:8]1[CH:31]=[CH:30][CH:29]=[C:28]([F:32])[C:9]=1[CH2:10][O:11][C:12]1[C:13]2[N:14]([C:19]([C:23]3[CH:27]=[N:26][N:25]([CH2:34][CH2:35][CH2:36][C:37]#[N:38])[CH:24]=3)=[C:20]([CH3:22])[N:21]=2)[CH:15]=[C:16]([CH3:18])[CH:17]=1. The catalyst class is: 3.